Dataset: KCNQ2 potassium channel screen with 302,405 compounds. Task: Binary Classification. Given a drug SMILES string, predict its activity (active/inactive) in a high-throughput screening assay against a specified biological target. (1) The drug is S(=O)(=O)(Nc1cc(ccc1)C)c1cc2c3N(CCC2)C(=O)CCc3c1. The result is 0 (inactive). (2) The compound is s1c2CC(CCc2c2c1ncnc2NCCN1CCOCC1)C. The result is 0 (inactive). (3) The drug is O=C(NCc1c(n(nc1C)CC)C)Nc1ccc(cc1)C(OCC)=O. The result is 0 (inactive). (4) The compound is Brc1ccc(C(=O)CSc2n(c(cn2)CO)C)cc1. The result is 0 (inactive). (5) The drug is Clc1ccc(n2nnc(c2)/C=N\OC)cc1. The result is 0 (inactive). (6) The molecule is Clc1ccc(S(=O)(=O)/N=S(/=O)(c2ccccc2)C)cc1. The result is 0 (inactive). (7) The drug is O1CCN(CC1)CCC(/N)=N\O. The result is 0 (inactive). (8) The molecule is S(=O)(=O)(CCC(=O)Nc1sc(SCCOC)nn1)c1ccccc1. The result is 0 (inactive).